From a dataset of Full USPTO retrosynthesis dataset with 1.9M reactions from patents (1976-2016). Predict the reactants needed to synthesize the given product. (1) The reactants are: [CH2:1]([NH:4][CH2:5][CH2:6][C:7]([O:9][CH2:10][CH3:11])=[O:8])[CH:2]=[CH2:3].C(NC(C)C)(C)C.[C:19](O[C:19]([O:21][C:22]([CH3:25])([CH3:24])[CH3:23])=[O:20])([O:21][C:22]([CH3:25])([CH3:24])[CH3:23])=[O:20].O. Given the product [CH2:1]([N:4]([C:19]([O:21][C:22]([CH3:25])([CH3:24])[CH3:23])=[O:20])[CH2:5][CH2:6][C:7]([O:9][CH2:10][CH3:11])=[O:8])[CH:2]=[CH2:3], predict the reactants needed to synthesize it. (2) Given the product [F:1][C:2]1[CH:3]=[C:4]([CH:42]=[CH:43][CH:44]=1)[CH2:5][N:6]1[CH:10]=[C:9]([C:11]2[C:19]3[C:14](=[N:15][CH:16]=[C:17]([C:20]4[CH:25]=[CH:24][CH:23]=[C:22]([N:26]5[CH2:27][CH2:28][N:29]([CH3:47])[CH2:30][CH2:31]5)[CH:21]=4)[CH:18]=3)[N:13]([S:32]([C:35]3[CH:41]=[CH:40][C:38]([CH3:39])=[CH:37][CH:36]=3)(=[O:33])=[O:34])[CH:12]=2)[CH:8]=[N:7]1, predict the reactants needed to synthesize it. The reactants are: [F:1][C:2]1[CH:3]=[C:4]([CH:42]=[CH:43][CH:44]=1)[CH2:5][N:6]1[CH:10]=[C:9]([C:11]2[C:19]3[C:14](=[N:15][CH:16]=[C:17]([C:20]4[CH:25]=[CH:24][CH:23]=[C:22]([N:26]5[CH2:31][CH2:30][NH:29][CH2:28][CH2:27]5)[CH:21]=4)[CH:18]=3)[N:13]([S:32]([C:35]3[CH:41]=[CH:40][C:38]([CH3:39])=[CH:37][CH:36]=3)(=[O:34])=[O:33])[CH:12]=2)[CH:8]=[N:7]1.C=O.[C:47](O[BH-](OC(=O)C)OC(=O)C)(=O)C.[Na+]. (3) Given the product [CH3:14][C:9]1([CH3:15])[CH2:10][C:11](=[O:12])[NH:1][C:2]2[CH:7]=[CH:6][CH:5]=[CH:4][C:3]=2[NH:8]1, predict the reactants needed to synthesize it. The reactants are: [NH2:1][C:2]1[CH:7]=[CH:6][CH:5]=[CH:4][C:3]=1[NH:8][C:9]([CH3:15])([CH3:14])[CH2:10][C:11](O)=[O:12].C1C=CC2N(O)N=NC=2C=1.C(Cl)CCl.CN(C=O)C. (4) Given the product [CH3:28][O:27][CH2:26][O:25][CH2:24][CH2:23][C:20]1[CH:21]=[CH:22][C:17]([CH2:15][C:14]2[C:9](=[O:8])[NH:10][C:11]([CH3:30])=[CH:12][C:13]=2[CH3:29])=[CH:18][CH:19]=1, predict the reactants needed to synthesize it. The reactants are: C([O:8][C:9]1[C:14]([CH:15]([C:17]2[CH:22]=[CH:21][C:20]([CH2:23][CH2:24][O:25][CH2:26][O:27][CH3:28])=[CH:19][CH:18]=2)O)=[C:13]([CH3:29])[CH:12]=[C:11]([CH3:30])[N:10]=1)C1C=CC=CC=1. (5) Given the product [I:17][C:9]1[CH:8]=[CH:7][C:12]([S:13]([NH:1][C:2]2[S:3][CH:4]=[CH:5][N:6]=2)(=[O:15])=[O:14])=[CH:11][CH:10]=1, predict the reactants needed to synthesize it. The reactants are: [NH2:1][C:2]1[S:3][CH:4]=[CH:5][N:6]=1.[CH:7]1[C:12]([S:13](Cl)(=[O:15])=[O:14])=[CH:11][CH:10]=[C:9]([I:17])[CH:8]=1.Cl.S1C(N)=NC=N1. (6) Given the product [CH3:24][O:23][C:19]1[C:15]2[C:16](=[O:18])[NH:9][C:8]([C:6]3[CH:5]=[CH:4][N:3]=[CH:2][CH:7]=3)=[N:13][C:14]=2[CH:22]=[N:21][CH:20]=1, predict the reactants needed to synthesize it. The reactants are: Cl[C:2]1[CH:7]=[C:6]([C:8]#[N:9])[CH:5]=[CH:4][N:3]=1.C[O-].[Na+].[NH2:13][C:14]1[CH:22]=[N:21][CH:20]=[C:19]([O:23][CH3:24])[C:15]=1[C:16]([OH:18])=O. (7) Given the product [Cl:1][C:2]1[N:10]=[C:9]([Cl:11])[CH:8]=[C:7]([CH3:12])[C:3]=1[C:4]([O:6][C:3]([CH3:7])([CH3:4])[CH3:2])=[O:5], predict the reactants needed to synthesize it. The reactants are: [Cl:1][C:2]1[N:10]=[C:9]([Cl:11])[CH:8]=[C:7]([CH3:12])[C:3]=1[C:4]([OH:6])=[O:5].Cl(O)(=O)(=O)=O.